From a dataset of Forward reaction prediction with 1.9M reactions from USPTO patents (1976-2016). Predict the product of the given reaction. Given the reactants [CH2:1]([O:8][C:9]1[CH:10]=[C:11]([CH:28]=[CH:29][C:30]=1[O:31][CH2:32][C:33]1[CH:38]=[CH:37][CH:36]=[CH:35][CH:34]=1)[C:12]1[O:13][C:14]2[C:19]([C:20](=[O:22])[CH:21]=1)=[CH:18][CH:17]=[C:16]([O:23][CH2:24][CH:25]1[O:27][CH2:26]1)[CH:15]=2)[C:2]1[CH:7]=[CH:6][CH:5]=[CH:4][CH:3]=1.[CH:39]([NH2:42])([CH3:41])[CH3:40], predict the reaction product. The product is: [CH2:1]([O:8][C:9]1[CH:10]=[C:11]([CH:28]=[CH:29][C:30]=1[O:31][CH2:32][C:33]1[CH:34]=[CH:35][CH:36]=[CH:37][CH:38]=1)[C:12]1[O:13][C:14]2[C:19]([C:20](=[O:22])[CH:21]=1)=[CH:18][CH:17]=[C:16]([O:23][CH2:24][CH:25]([OH:27])[CH2:26][NH:42][CH:39]([CH3:41])[CH3:40])[CH:15]=2)[C:2]1[CH:7]=[CH:6][CH:5]=[CH:4][CH:3]=1.